From a dataset of B-cell epitopes from IEDB database with 3,159 antigens for binding position prediction. Token-level Classification. Given an antigen amino acid sequence, predict which amino acid positions are active epitope sites capable of antibody binding. Output is a list of indices for active positions. (1) Given the antigen sequence: GLTLQHGTGKLTIDTKTPLQVANNKLELAFDAPLYEKNGKLALKTGHGLAVLTKDIGIPELIGSLVILTGKGIGTGTVAGGGTIDVRLGDDGGLSFDKKGDLVAWNKKNDRRTLWTTPDPSPNCRVSEDKDSKLTLILTKCGSQILASFSLLVVKGTYTTVDKNTTNKQFSIKLLFDANGKLKSESNLSGYWNYRSDNSVVSTPYDNAVPFMPNTTAYPKIINNTTDPENKKSSAKNNIDGNVYLEGNAGQPVAVAISFNKETTADYSITFDFAWSKAYETPVPFDTSSMTFSY, which amino acid positions are active epitope sites? The epitope positions are: [130, 131, 132, 133, 134, 135, 136, 137, 138, 139, 140, 141, 142, 143, 144]. The amino acids at these positions are: DSKLTLILTKCGSQI. (2) Given the antigen sequence: MAERPVANALTLELEPVVEANMDRHLSTEELWFAHDYVPYDRGENFAFLGGRDWDPSSATLPRPLTDACEIMLLLKDNLAAHHRELVEHFILEDYWGRWLGRWTAEEHLHAIALRNYLVVTREVDPTANEEARVQYVMKGYRADTYSQVETLVYMAFTERSHAVFCENLSAKLEEPILSGLVDRISRDERRHELFFSNLVAHCLEYTRDETIAAIAARAAELQVPGADIDAYQDKLRNVAEAGVFTENDLRQVISDRIRAWGVADEPALKPFVIG, which amino acid positions are active epitope sites? The epitope positions are: [34, 35, 36, 37, 38, 39, 40, 41, 42, 43, 44, 45, 46, 47]. The amino acids at these positions are: HDYVPYDRGENFAF. (3) Given the antigen sequence: MGPRLSVWLLLLPAALLLHEEHSRAAAKGGCAGSGCGKCDCHGVKGQKGERGLPGLQGVIGFPGMQGPEGPQGPPGQKGDTGEPGLPGTKGTRGPPGASGYPGNPGLPGIPGQDGPPGPPGIPGCNGTKGERGPLGPPGLPGFAGNPGPPGLPGMKGDPGEILGHVPGMLLKGERGFPGIPGTPGPPGLPGLQGPVGPPGFTGPPGPPGPPGPPGEKGQMGLSFQGPKGDKGDQGVSGPPGVPGQAQVQEKGDFATKGEKGQKGEPGFQGMPGVGEKGEPGKPGPRGKPGKDGDKGEKGSPGFPGEPGYPGLIGRQGPQGEKGEAGPPGPPGIVIGTGPLGEKGERGYPGTPGPRGEPGPKGFPGLPGQPGPPGLPVPGQAGAPGFPGERGEKGDRGFPGTSLPGPSGRDGLPGPPGSPGPPGQPGYTNGIVECQPGPPGDQGPPGIPGQPGFIGEIGEKGQKGESCLICDIDGYRGPPGPQGPPGEIGFPGQPGAKGDR..., which amino acid positions are active epitope sites? The epitope positions are: [1642, 1643, 1644, 1645, 1646, 1647, 1648]. The amino acids at these positions are: KKPTPST.